Dataset: Acute oral toxicity (LD50) regression data from Zhu et al.. Task: Regression/Classification. Given a drug SMILES string, predict its toxicity properties. Task type varies by dataset: regression for continuous values (e.g., LD50, hERG inhibition percentage) or binary classification for toxic/non-toxic outcomes (e.g., AMES mutagenicity, cardiotoxicity, hepatotoxicity). Dataset: ld50_zhu. (1) The molecule is COc1ccc(OC)c(C(O)C(C)NC(C)C)c1. The rat oral LD50 is 2.10, given as -log10 of the dose in mol/kg body weight (higher means more acutely toxic). (2) The compound is CCOP(=S)(OCC)SCCl. The rat oral LD50 is 4.53, given as -log10 of the dose in mol/kg body weight (higher means more acutely toxic). (3) The drug is O=[N+]([O-])c1ccccc1Cl. The rat oral LD50 is 2.77, given as -log10 of the dose in mol/kg body weight (higher means more acutely toxic). (4) The drug is CCCCC(CC)CNCC(C)(N)CN(C)CC(CC)CCCC. The rat oral LD50 is 2.53, given as -log10 of the dose in mol/kg body weight (higher means more acutely toxic). (5) The drug is CCCC(C)COC(C)=O. The rat oral LD50 is 1.29, given as -log10 of the dose in mol/kg body weight (higher means more acutely toxic). (6) The drug is CCc1ccc(C)nc1. The rat oral LD50 is 2.52, given as -log10 of the dose in mol/kg body weight (higher means more acutely toxic).